From a dataset of Peptide-MHC class I binding affinity with 185,985 pairs from IEDB/IMGT. Regression. Given a peptide amino acid sequence and an MHC pseudo amino acid sequence, predict their binding affinity value. This is MHC class I binding data. (1) The peptide sequence is SLGDPLHQA. The MHC is HLA-B46:01 with pseudo-sequence HLA-B46:01. The binding affinity (normalized) is 0.0847. (2) The peptide sequence is WESGAVLCV. The MHC is HLA-A26:03 with pseudo-sequence HLA-A26:03. The binding affinity (normalized) is 0.0847.